Dataset: HIV replication inhibition screening data with 41,000+ compounds from the AIDS Antiviral Screen. Task: Binary Classification. Given a drug SMILES string, predict its activity (active/inactive) in a high-throughput screening assay against a specified biological target. The molecule is O=C(NCCCCCCNC(=O)n1cc(F)c(=O)[nH]c1=O)NCCCOCCOCCCNC(=O)C(O)C(O)C(O)C(O)CO. The result is 0 (inactive).